This data is from Catalyst prediction with 721,799 reactions and 888 catalyst types from USPTO. The task is: Predict which catalyst facilitates the given reaction. (1) Reactant: [CH2:1]([O:4][C:5]1[CH:10]=[C:9]([CH3:11])[CH:8]=[CH:7][C:6]=1[C:12]1[O:16][N:15]=[CH:14][CH:13]=1)[CH:2]=[CH2:3].[O-]CC.[Na+].Cl. Product: [CH2:1]([O:4][C:5]1[CH:10]=[C:9]([CH3:11])[CH:8]=[CH:7][C:6]=1[C:12](=[O:16])[CH2:13][C:14]#[N:15])[CH:2]=[CH2:3]. The catalyst class is: 8. (2) Reactant: [N:1]1([CH2:15][C:16]2[N:20](C(OC(C)(C)C)=O)[C:19]3[CH:28]=[CH:29][CH:30]=[C:31]([N:32]4[CH2:37][CH2:36][N:35]([CH3:38])[CH2:34][CH2:33]4)[C:18]=3[N:17]=2)[C@H:14]2[C@@H:5]([CH2:6][CH2:7][C:8]3[C:13]2=[N:12][CH:11]=[CH:10][CH:9]=3)[CH2:4][CH2:3][CH2:2]1.[F:39][C:40]([F:45])([F:44])[C:41]([OH:43])=[O:42]. Product: [F:39][C:40]([F:45])([F:44])[C:41]([OH:43])=[O:42].[CH3:38][N:35]1[CH2:34][CH2:33][N:32]([C:31]2[C:18]3[N:17]=[C:16]([CH2:15][N:1]4[C@H:14]5[C@@H:5]([CH2:6][CH2:7][C:8]6[C:13]5=[N:12][CH:11]=[CH:10][CH:9]=6)[CH2:4][CH2:3][CH2:2]4)[NH:20][C:19]=3[CH:28]=[CH:29][CH:30]=2)[CH2:37][CH2:36]1. The catalyst class is: 4. (3) Reactant: [Cl:1][C:2]1[CH:3]=[C:4]([CH:6]=[CH:7][C:8]=1[O:9][C:10]1[C:19]2[C:14](=[CH:15][C:16]([O:22][CH3:23])=[C:17]([O:20][CH3:21])[CH:18]=2)[N:13]=[CH:12][CH:11]=1)[NH2:5].C(N(CC)C(C)C)(C)C.Cl[C:34](Cl)([O:36]C(=O)OC(Cl)(Cl)Cl)Cl.[O:45]1[CH:49]=[CH:48][C:47]([NH2:50])=[N:46]1.C(=O)([O-])O.[Na+]. Product: [Cl:1][C:2]1[CH:3]=[C:4]([NH:5][C:34]([NH:50][C:47]2[CH:48]=[CH:49][O:45][N:46]=2)=[O:36])[CH:6]=[CH:7][C:8]=1[O:9][C:10]1[C:19]2[C:14](=[CH:15][C:16]([O:22][CH3:23])=[C:17]([O:20][CH3:21])[CH:18]=2)[N:13]=[CH:12][CH:11]=1. The catalyst class is: 159. (4) Reactant: [Br:1][C:2]1[CH:3]=[CH:4][C:5]([Cl:11])=[C:6]([CH:10]=1)[C:7]([OH:9])=O.CN(C=O)C.C(Cl)(=O)C(Cl)=O.[CH:23]1([NH2:26])[CH2:25][CH2:24]1.CCN(C(C)C)C(C)C.Cl. Product: [Br:1][C:2]1[CH:3]=[CH:4][C:5]([Cl:11])=[C:6]([CH:10]=1)[C:7]([NH:26][CH:23]1[CH2:25][CH2:24]1)=[O:9]. The catalyst class is: 308. (5) Reactant: [NH2:1][C:2]1[N:7]=[C:6]([Cl:8])[CH:5]=[C:4](Cl)[N:3]=1.[F:10][C:11]([F:32])([F:31])[CH:12]([C:14]1[CH:19]=[CH:18][CH:17]=[CH:16][C:15]=1[N:20]1[CH:24]=[CH:23][C:22]([C:25]2[CH:30]=[CH:29][CH:28]=[CH:27][CH:26]=2)=[N:21]1)[OH:13].[H-].[Na+]. Product: [Cl:8][C:6]1[CH:5]=[C:4]([O:13][CH:12]([C:14]2[CH:19]=[CH:18][CH:17]=[CH:16][C:15]=2[N:20]2[CH:24]=[CH:23][C:22]([C:25]3[CH:30]=[CH:29][CH:28]=[CH:27][CH:26]=3)=[N:21]2)[C:11]([F:10])([F:32])[F:31])[N:3]=[C:2]([NH2:1])[N:7]=1. The catalyst class is: 1. (6) Reactant: [F:1][C:2]1[CH:10]=[C:9]([N+:11]([O-:13])=[O:12])[CH:8]=[CH:7][C:3]=1[C:4]([OH:6])=O.C(N(CC)CC)C.Cl.CN(C)CCCN=C=NCC.[C:33]([NH:37][C:38](=[O:52])[C:39]1[CH:44]=[CH:43][CH:42]=[C:41]([CH2:45][N:46]2[CH2:51][CH2:50][NH:49][CH2:48][CH2:47]2)[CH:40]=1)([CH3:36])([CH3:35])[CH3:34]. Product: [C:33]([NH:37][C:38](=[O:52])[C:39]1[CH:44]=[CH:43][CH:42]=[C:41]([CH2:45][N:46]2[CH2:47][CH2:48][N:49]([C:4](=[O:6])[C:3]3[CH:7]=[CH:8][C:9]([N+:11]([O-:13])=[O:12])=[CH:10][C:2]=3[F:1])[CH2:50][CH2:51]2)[CH:40]=1)([CH3:36])([CH3:34])[CH3:35]. The catalyst class is: 10. (7) Reactant: C([O:4][C:5]1[CH:6]=[C:7](/[CH:12]=[CH:13]/[C:14]([OH:16])=O)[CH:8]=[CH:9][C:10]=1[F:11])(=O)C.S(Cl)(Cl)=O.[Cl:21][C:22]1[CH:23]=[C:24]([CH:26]=[CH:27][CH:28]=1)[NH2:25]. Product: [Cl:21][C:22]1[CH:23]=[C:24]([NH:25][C:14](=[O:16])/[CH:13]=[CH:12]/[C:7]2[CH:8]=[CH:9][C:10]([F:11])=[C:5]([OH:4])[CH:6]=2)[CH:26]=[CH:27][CH:28]=1. The catalyst class is: 76.